This data is from Forward reaction prediction with 1.9M reactions from USPTO patents (1976-2016). The task is: Predict the product of the given reaction. (1) Given the reactants [NH2:1][C:2](=[C:5]([N:8]=[CH:9][C:10]1[CH:15]=[CH:14][C:13]([CH3:16])=[CH:12][CH:11]=1)[C:6]#[N:7])[C:3]#[N:4].CO.[BH4-].[Na+], predict the reaction product. The product is: [NH2:1][C:2](=[C:5]([NH:8][CH2:9][C:10]1[CH:15]=[CH:14][C:13]([CH3:16])=[CH:12][CH:11]=1)[C:6]#[N:7])[C:3]#[N:4]. (2) Given the reactants IC1C=CC(C2CCCC(=O)C2)=CC=1.I[C:16]1[CH:21]=[CH:20][C:19]([CH:22]2[CH2:27][CH2:26][CH2:25][CH:24]([NH:28][CH:29]([C:31]3[C:40]4[C:35](=[CH:36][CH:37]=[CH:38][CH:39]=4)[CH:34]=[CH:33][CH:32]=3)[CH3:30])[CH2:23]2)=[CH:18][CH:17]=1.C([Mg]Cl)(C)C.[O:46]1[CH2:51][CH2:50][C:49](=[O:52])[CH2:48][CH2:47]1, predict the reaction product. The product is: [C:31]1([C@H:29]([NH:28][CH:24]2[CH2:25][CH2:26][CH2:27][CH:22]([C:19]3[CH:18]=[CH:17][C:16]([C:49]4([OH:52])[CH2:50][CH2:51][O:46][CH2:47][CH2:48]4)=[CH:21][CH:20]=3)[CH2:23]2)[CH3:30])[C:40]2[C:35](=[CH:36][CH:37]=[CH:38][CH:39]=2)[CH:34]=[CH:33][CH:32]=1. (3) The product is: [CH3:17][O:9][C:8](=[O:10])[C:7]1[CH:11]=[CH:12][C:4]([N+:1]([O-:3])=[O:2])=[C:5]([C:13]([F:14])([F:15])[F:16])[CH:6]=1. Given the reactants [N+:1]([C:4]1[CH:12]=[CH:11][C:7]([C:8]([OH:10])=[O:9])=[CH:6][C:5]=1[C:13]([F:16])([F:15])[F:14])([O-:3])=[O:2].[C:17](=O)(O)[O-].[Na+], predict the reaction product. (4) Given the reactants [F:1][C:2]1[CH:11]=[C:10]2[C:5]([NH:6][CH2:7][C:8](=[O:12])[NH:9]2)=[CH:4][CH:3]=1.[OH-].[Na+].OO, predict the reaction product. The product is: [F:1][C:2]1[CH:11]=[C:10]2[C:5]([N:6]=[CH:7][C:8]([OH:12])=[N:9]2)=[CH:4][CH:3]=1. (5) Given the reactants [Br:1][C:2]1[C:10]([CH3:11])=[CH:9][CH:8]=[CH:7][C:3]=1[C:4]([OH:6])=[O:5].[C:12]1(C)C=CC(S(O)(=O)=O)=CC=1, predict the reaction product. The product is: [Br:1][C:2]1[C:10]([CH3:11])=[CH:9][CH:8]=[CH:7][C:3]=1[C:4]([O:6][CH3:12])=[O:5]. (6) Given the reactants ClC1C=C(Cl)C=CC=1C1C(N2C=CN=C2)=C[N:12]=[C:11]([CH2:20][CH2:21][NH2:22])[N:10]=1.[Cl:23][C:24]1[CH:29]=[C:28]([Cl:30])[CH:27]=[CH:26][C:25]=1[C:31]1[C:36]([C:37]2[NH:38][CH:39]=[CH:40][N:41]=2)=[CH:35][N:34]=[C:33]([NH:42][CH2:43][CH2:44][NH:45][C:46]2C=CC([N+]([O-])=O)=[C:48](OC)[N:47]=2)[N:32]=1, predict the reaction product. The product is: [NH2:12][C:11]1[C:20]([C:21]#[N:22])=[CH:48][N:47]=[C:46]([NH:45][CH2:44][CH2:43][NH:42][C:33]2[N:32]=[C:31]([C:25]3[CH:26]=[CH:27][C:28]([Cl:30])=[CH:29][C:24]=3[Cl:23])[C:36]([C:37]3[NH:41][CH:40]=[CH:39][N:38]=3)=[CH:35][N:34]=2)[N:10]=1. (7) Given the reactants [C:1]1([CH:7]([C:13]2[CH:18]=[CH:17][CH:16]=[CH:15][CH:14]=2)[N:8]2[CH2:11][CH:10]([OH:12])[CH2:9]2)[CH:6]=[CH:5][CH:4]=[CH:3][CH:2]=1.C(N(CC)CC)C, predict the reaction product. The product is: [C:13]1([CH:7]([C:1]2[CH:2]=[CH:3][CH:4]=[CH:5][CH:6]=2)[N:8]2[CH2:11][C:10](=[O:12])[CH2:9]2)[CH:14]=[CH:15][CH:16]=[CH:17][CH:18]=1. (8) Given the reactants [CH2:1]([O:3][C:4]([C:6]1[S:10][C:9]([C:11]2[CH:16]=[CH:15][CH:14]=[C:13]([O:17][CH3:18])[CH:12]=2)=[N:8][C:7]=1[CH2:19]Br)=[O:5])[CH3:2].[CH2:21]([O:23][C:24](=[O:38])[CH2:25][NH:26][CH2:27][C:28]1[CH:33]=[CH:32][C:31]([O:34][CH3:35])=[CH:30][C:29]=1[O:36][CH3:37])[CH3:22].C(=O)([O-])[O-].[K+].[K+], predict the reaction product. The product is: [CH2:1]([O:3][C:4]([C:6]1[S:10][C:9]([C:11]2[CH:16]=[CH:15][CH:14]=[C:13]([O:17][CH3:18])[CH:12]=2)=[N:8][C:7]=1[CH2:19][N:26]([CH2:27][C:28]1[CH:33]=[CH:32][C:31]([O:34][CH3:35])=[CH:30][C:29]=1[O:36][CH3:37])[CH2:25][C:24]([O:23][CH2:21][CH3:22])=[O:38])=[O:5])[CH3:2].